From a dataset of hERG potassium channel inhibition data for cardiac toxicity prediction from Karim et al.. Regression/Classification. Given a drug SMILES string, predict its toxicity properties. Task type varies by dataset: regression for continuous values (e.g., LD50, hERG inhibition percentage) or binary classification for toxic/non-toxic outcomes (e.g., AMES mutagenicity, cardiotoxicity, hepatotoxicity). Dataset: herg_karim. (1) The drug is Fc1ccc2c([C@@H]3C[NH2+]CC[C@H]3F)c(-c3ccsc3)[nH]c2c1. The result is 1 (blocker). (2) The molecule is CC(=O)NC[C@H]1CN(c2ccc(-n3cc(-c4cnccn4)cn3)c(F)c2)C(=O)O1. The result is 0 (non-blocker). (3) The compound is Cc1c([C@@H](O)CN2CCC3(CC2)CCN(c2ccnnc2)C3=O)ccc2c1COC2=O. The result is 0 (non-blocker). (4) The compound is Oc1c(CN2CCCC2)cc(Nc2ncnc3ccccc23)cc1CN1CCCC1. The result is 0 (non-blocker). (5) The result is 1 (blocker). The drug is COCCCn1cc(CN(C(=O)C2CNCCC2(O)c2ccc(F)c(F)c2)C2CC2)c2c(F)ccc(Cn3ccnc3)c21. (6) The drug is Cn1c(=O)nc(N[C@H]2C[C@@H]3CC[C@H](C2)N3c2ccc3c(c2)OCO3)c2cc(Cl)ccc21. The result is 1 (blocker). (7) The molecule is CCc1nc2ccc(N3CCN(CC(=O)N4CC(O)C4)CC3)cn2c1N(C)c1nc(-c2ccc(F)cc2)cs1. The result is 0 (non-blocker).